This data is from Forward reaction prediction with 1.9M reactions from USPTO patents (1976-2016). The task is: Predict the product of the given reaction. (1) Given the reactants [CH2:1]([O:3][C:4](=[O:26])[CH2:5][C:6]1[CH:11]=[CH:10][C:9]([C@:12]23[CH2:21][CH2:20][C@H:19]([C:22]([CH3:25])([CH3:24])[CH3:23])[CH2:18][C@H:13]2OC(=S)O3)=[CH:8][CH:7]=1)[CH3:2], predict the reaction product. The product is: [CH2:1]([O:3][C:4](=[O:26])[CH2:5][C:6]1[CH:7]=[CH:8][C:9]([C:12]2[CH2:21][CH2:20][C@@H:19]([C:22]([CH3:25])([CH3:24])[CH3:23])[CH2:18][CH:13]=2)=[CH:10][CH:11]=1)[CH3:2]. (2) The product is: [C:16]1([CH3:26])[CH:17]=[CH:18][C:19]([S:22]([OH:25])(=[O:23])=[O:24])=[CH:20][CH:21]=1.[CH3:1][N:2]([CH3:14])[C@H:3]([CH3:13])[CH2:4][O:5][C:6]1[CH:7]=[CH:8][C:9]([F:12])=[N:10][CH:11]=1. Given the reactants [CH3:1][N:2]([CH3:14])[C@H:3]([CH3:13])[CH2:4][O:5][C:6]1[CH:7]=[CH:8][C:9]([F:12])=[N:10][CH:11]=1.O.[C:16]1([CH3:26])[CH:21]=[CH:20][C:19]([S:22]([OH:25])(=[O:24])=[O:23])=[CH:18][CH:17]=1.C(OCC)C, predict the reaction product. (3) Given the reactants [C:1]1([CH2:7][CH2:8][S:9]([N:12]2[CH2:17][CH2:16][CH:15]([CH2:18][NH2:19])[CH2:14][CH2:13]2)(=[O:11])=[O:10])[CH:6]=[CH:5][CH:4]=[CH:3][CH:2]=1.CO[C:22]([C:24]1[C:29](Br)=[N:28][CH:27]=[CH:26][N:25]=1)=O.C([BH-](C(CC)C)C(CC)C)(CC)C.[Li+], predict the reaction product. The product is: [CH3:22][C:24]1[C:29]([NH:19][CH2:18][CH:15]2[CH2:14][CH2:13][N:12]([S:9]([CH2:8][CH2:7][C:1]3[CH:6]=[CH:5][CH:4]=[CH:3][CH:2]=3)(=[O:10])=[O:11])[CH2:17][CH2:16]2)=[N:28][CH:27]=[CH:26][N:25]=1. (4) Given the reactants [F:1][C:2]([F:21])([F:20])[C:3]1[CH:8]=[CH:7][C:6]([C:9]2[CH:10]=[C:11]([C:15]([O:17][CH2:18][CH3:19])=[O:16])[CH:12]=[N:13][CH:14]=2)=[CH:5][CH:4]=1.[H][H], predict the reaction product. The product is: [F:20][C:2]([F:1])([F:21])[C:3]1[CH:8]=[CH:7][C:6]([CH:9]2[CH2:14][NH:13][CH2:12][CH:11]([C:15]([O:17][CH2:18][CH3:19])=[O:16])[CH2:10]2)=[CH:5][CH:4]=1. (5) Given the reactants [O:1]([CH2:19][CH2:20][C:21]1([CH2:27][CH2:28][CH:29]([C:34]([O:36][CH3:37])=[O:35])[C:30]([O:32][CH3:33])=[O:31])[CH2:26][CH2:25][CH2:24][CH2:23][CH2:22]1)[Si:2]([C:15]([CH3:18])([CH3:17])[CH3:16])([C:9]1[CH:14]=[CH:13][CH:12]=[CH:11][CH:10]=1)[C:3]1[CH:8]=[CH:7][CH:6]=[CH:5][CH:4]=1.Br[CH2:39][CH2:40][CH2:41][CH:42]=[CH2:43].CC(C)([O-])C.[K+].Cl, predict the reaction product. The product is: [O:1]([CH2:19][CH2:20][C:21]1([CH2:27][CH2:28][C:29]([CH2:43][CH2:42][CH2:41][CH:40]=[CH2:39])([C:34]([O:36][CH3:37])=[O:35])[C:30]([O:32][CH3:33])=[O:31])[CH2:26][CH2:25][CH2:24][CH2:23][CH2:22]1)[Si:2]([C:15]([CH3:18])([CH3:17])[CH3:16])([C:9]1[CH:14]=[CH:13][CH:12]=[CH:11][CH:10]=1)[C:3]1[CH:4]=[CH:5][CH:6]=[CH:7][CH:8]=1. (6) Given the reactants [NH2:1][C:2]1[N:7]=[CH:6][N:5]=[C:4]2[N:8]([CH:12]([C:14]3[C:24]4[O:23][CH2:22][CH2:21][N:20](C(OC(C)(C)C)=O)[CH2:19][C:18]=4[C:17]([C:32]#[N:33])=[C:16]([Cl:34])[CH:15]=3)[CH3:13])[N:9]=[C:10]([CH3:11])[C:3]=12, predict the reaction product. The product is: [ClH:34].[ClH:34].[NH2:1][C:2]1[N:7]=[CH:6][N:5]=[C:4]2[N:8]([CH:12]([C:14]3[CH:15]=[C:16]([Cl:34])[C:17]([C:32]#[N:33])=[C:18]4[C:24]=3[O:23][CH2:22][CH2:21][NH:20][CH2:19]4)[CH3:13])[N:9]=[C:10]([CH3:11])[C:3]=12. (7) Given the reactants BrC1C(N2CCN(CC3C=NC=CC=3)CC2)=C2N=C(C3C=CC(CN)=CC=3)NC2=NC=1.[Br:32][C:33]1[C:34]([N:62]2[CH2:67][CH2:66][N:65]([CH2:68][C:69]3[CH:70]=[N:71][CH:72]=[CH:73][CH:74]=3)[CH2:64][CH2:63]2)=[C:35]2[N:41]=[C:40]([C:42]3[CH:61]=[CH:60][C:45]([CH2:46][N:47]4[CH2:52][CH2:51][N:50](C(OC(C)(C)C)=O)[CH2:49][CH2:48]4)=[CH:44][CH:43]=3)[NH:39][C:36]2=[N:37][CH:38]=1.C(O)(C(F)(F)F)=O, predict the reaction product. The product is: [Br:32][C:33]1[C:34]([N:62]2[CH2:67][CH2:66][N:65]([CH2:68][C:69]3[CH:70]=[N:71][CH:72]=[CH:73][CH:74]=3)[CH2:64][CH2:63]2)=[C:35]2[N:41]=[C:40]([C:42]3[CH:61]=[CH:60][C:45]([CH2:46][N:47]4[CH2:52][CH2:51][NH:50][CH2:49][CH2:48]4)=[CH:44][CH:43]=3)[NH:39][C:36]2=[N:37][CH:38]=1.